This data is from Cav3 T-type calcium channel HTS with 100,875 compounds. The task is: Binary Classification. Given a drug SMILES string, predict its activity (active/inactive) in a high-throughput screening assay against a specified biological target. (1) The compound is Clc1cc(C(=O)N2CCN(C(Cc3ccccc3)COCc3cc(Cl)ccc3)C(=O)CC2)ccc1. The result is 0 (inactive). (2) The drug is Fc1c(C(=O)N2CCc3c2cccc3)cccc1. The result is 0 (inactive). (3) The compound is O=C(CN1CCCC1)c1c2c([nH]c1C)cc(cc2)C. The result is 0 (inactive). (4) The drug is OC(=O)C(NCCc1ccccc1)CC(=O)Nc1c(OC)cc(OC)cc1. The result is 0 (inactive). (5) The molecule is S(c1n(c2c(n(c(=O)[nH]c2=O)C)n1)CC(C)=C)c1[nH]c2c(n1)cccc2. The result is 0 (inactive). (6) The molecule is O(c1ccc(N2CCN(CC2)CCCNC(=O)Nc2ccccc2)cc1)C. The result is 0 (inactive).